Predict which catalyst facilitates the given reaction. From a dataset of Catalyst prediction with 721,799 reactions and 888 catalyst types from USPTO. Reactant: [CH3:1][N:2]([CH3:20])[CH2:3][CH2:4][CH2:5][O:6][C:7]1[CH:12]=[CH:11][C:10]([NH2:13])=[CH:9][C:8]=1[C:14]1[N:15]([CH3:19])[N:16]=[CH:17][CH:18]=1.[F:21][C:22]1[CH:27]=[CH:26][C:25]([N:28]=[C:29]=[O:30])=[CH:24][CH:23]=1. Product: [CH3:20][N:2]([CH3:1])[CH2:3][CH2:4][CH2:5][O:6][C:7]1[CH:12]=[CH:11][C:10]([NH:13][C:29]([NH:28][C:25]2[CH:26]=[CH:27][C:22]([F:21])=[CH:23][CH:24]=2)=[O:30])=[CH:9][C:8]=1[C:14]1[N:15]([CH3:19])[N:16]=[CH:17][CH:18]=1. The catalyst class is: 2.